From a dataset of Catalyst prediction with 721,799 reactions and 888 catalyst types from USPTO. Predict which catalyst facilitates the given reaction. Product: [CH3:15][O:14][CH:9]([CH2:10][CH2:11][CH:12]=[CH2:13])[CH2:8][CH:7]=[N:25][OH:26]. The catalyst class is: 8. Reactant: C(O)=O.C(O[CH:7](OCC)[CH2:8][CH:9]([O:14][CH3:15])[CH2:10][CH2:11][CH:12]=[CH2:13])C.C([O-])(=O)C.[Na+].Cl.[NH2:25][OH:26].